From a dataset of Full USPTO retrosynthesis dataset with 1.9M reactions from patents (1976-2016). Predict the reactants needed to synthesize the given product. (1) Given the product [CH2:1]([NH:3][C:4](=[O:39])[NH:5][C:6]1[S:7][C:8]2[C:14]([C:15]3[CH:20]=[CH:19][CH:18]=[CH:17][N:16]=3)=[CH:13][C:12]([C:21]3[CH:22]=[C:23]([N:27]4[CH2:32][CH2:31][C:30]([CH3:38])([C:33]([OH:35])=[O:34])[CH2:29][CH2:28]4)[N:24]=[N:25][CH:26]=3)=[CH:11][C:9]=2[N:10]=1)[CH3:2], predict the reactants needed to synthesize it. The reactants are: [CH2:1]([NH:3][C:4](=[O:39])[NH:5][C:6]1[S:7][C:8]2[C:14]([C:15]3[CH:20]=[CH:19][CH:18]=[CH:17][N:16]=3)=[CH:13][C:12]([C:21]3[CH:22]=[C:23]([N:27]4[CH2:32][CH2:31][C:30]([CH3:38])([C:33]([O:35]CC)=[O:34])[CH2:29][CH2:28]4)[N:24]=[N:25][CH:26]=3)=[CH:11][C:9]=2[N:10]=1)[CH3:2].CC(C)([O-])C.[K+].O. (2) Given the product [CH2:1]([O:5][CH2:6][CH2:7][O:8][C:9]1[CH:10]=[CH:11][C:12]([C:15]2[CH:20]=[CH:19][C:18]([N:21]3[CH2:25][CH2:24][CH:23]([CH2:26][C:27]([O:29][CH2:30][CH3:31])=[O:28])[CH2:22]3)=[C:17](/[CH:32]=[C:33](\[CH3:37])/[C:34]([NH:64][C:63]3[CH:62]=[CH:61][C:60]([S@:58]([CH2:57][C:56]4[N:52]([CH2:49][CH2:50][CH3:51])[CH:53]=[N:54][CH:55]=4)=[O:59])=[CH:66][CH:65]=3)=[O:35])[CH:16]=2)=[CH:13][CH:14]=1)[CH2:2][CH2:3][CH3:4], predict the reactants needed to synthesize it. The reactants are: [CH2:1]([O:5][CH2:6][CH2:7][O:8][C:9]1[CH:14]=[CH:13][C:12]([C:15]2[CH:20]=[CH:19][C:18]([N:21]3[CH2:25][CH2:24][CH:23]([CH2:26][C:27]([O:29][CH2:30][CH3:31])=[O:28])[CH2:22]3)=[C:17](/[CH:32]=[C:33](\[CH3:37])/[C:34](O)=[O:35])[CH:16]=2)=[CH:11][CH:10]=1)[CH2:2][CH2:3][CH3:4].CN(C=O)C.C(Cl)(=O)C(Cl)=O.[CH2:49]([N:52]1[C:56]([CH2:57][S@@:58]([C:60]2[CH:66]=[CH:65][C:63]([NH2:64])=[CH:62][CH:61]=2)=[O:59])=[CH:55][N:54]=[CH:53]1)[CH2:50][CH3:51].